This data is from Catalyst prediction with 721,799 reactions and 888 catalyst types from USPTO. The task is: Predict which catalyst facilitates the given reaction. Product: [C:1]1([C:20]2[CH:21]=[CH:22][CH:23]=[CH:24][CH:25]=2)[CH:2]=[CH:3][C:4]([CH:7]2[C:11]3[NH:12][C:13]([C:15]([OH:17])=[O:16])=[CH:14][C:10]=3[CH2:9][CH2:8]2)=[CH:5][CH:6]=1. Reactant: [C:1]1([C:20]2[CH:25]=[CH:24][CH:23]=[CH:22][CH:21]=2)[CH:6]=[CH:5][C:4]([CH:7]2[C:11]3[NH:12][C:13]([C:15]([O:17]CC)=[O:16])=[CH:14][C:10]=3[CH2:9][CH2:8]2)=[CH:3][CH:2]=1.[OH-].[Na+].CO. The catalyst class is: 1.